From a dataset of Forward reaction prediction with 1.9M reactions from USPTO patents (1976-2016). Predict the product of the given reaction. (1) The product is: [CH3:19][C:20]([CH3:25])([CH3:24])[CH2:21][CH2:22][NH:23][CH2:1][C:3]1[CH:18]=[CH:17][C:6]([O:7][C:8]2[N:9]=[CH:10][C:11]([C:14]([NH2:16])=[O:15])=[N:12][CH:13]=2)=[CH:5][CH:4]=1. Given the reactants [CH:1]([C:3]1[CH:18]=[CH:17][C:6]([O:7][C:8]2[N:9]=[CH:10][C:11]([C:14]([NH2:16])=[O:15])=[N:12][CH:13]=2)=[CH:5][CH:4]=1)=O.[CH3:19][C:20]([CH3:25])([CH3:24])[CH2:21][CH2:22][NH2:23].[BH4-].[Na+], predict the reaction product. (2) Given the reactants [CH2:1]([O:3][C:4]([C:6]1([NH:11][C:12]([CH:14]2[CH2:18][CH:17]([O:19][CH2:20][O:21][CH2:22][CH3:23])[CH2:16][CH:15]2[C:24](=[O:33])[N:25]([CH2:27][CH2:28][CH2:29][CH2:30][CH:31]=C)[CH3:26])=[O:13])[CH2:8][CH:7]1[CH:9]=C)=[O:5])[CH3:2], predict the reaction product. The product is: [CH2:1]([O:3][C:4]([C:6]12[CH2:8][CH:7]1[CH:9]=[CH:31][CH2:30][CH2:29][CH2:28][CH2:27][N:25]([CH3:26])[C:24](=[O:33])[CH:15]1[CH:14]([CH2:18][CH:17]([O:19][CH2:20][O:21][CH2:22][CH3:23])[CH2:16]1)[C:12](=[O:13])[NH:11]2)=[O:5])[CH3:2]. (3) Given the reactants [NH2:1][C:2]1[S:3][CH:4]=[CH:5][N:6]=1.Br[CH2:8][CH:9]1[CH2:14][CH2:13][CH2:12][CH2:11][O:10]1, predict the reaction product. The product is: [NH4+:1].[OH-:10].[O:10]1[CH2:11][CH2:12][CH2:13][CH2:14][CH:9]1[CH2:8][N:6]1[CH:5]=[CH:4][S:3][C:2]1=[NH:1]. (4) Given the reactants [Br:1][C:2]1[CH:7]=[CH:6][C:5]([Br:8])=[CH:4][C:3]=1[S:9]([NH:12][C@H:13]1[CH2:17][N:16]([C:18](OC(C)(C)C)=O)[C@@H:15]([CH2:25][O:26][C:27]([NH:29][C:30]2[CH:35]=[CH:34][CH:33]=[CH:32][C:31]=2[CH3:36])=[O:28])[CH2:14]1)(=[O:11])=[O:10].Cl.CC[N:40](C(C)C)C(C)C.BrC#N.C(O)C(N)(CO)CO, predict the reaction product. The product is: [CH3:36][C:31]1[CH:32]=[CH:33][CH:34]=[CH:35][C:30]=1[NH:29][C:27](=[O:28])[O:26][CH2:25][C@H:15]1[CH2:14][C@@H:13]([NH:12][S:9]([C:3]2[CH:4]=[C:5]([Br:8])[CH:6]=[CH:7][C:2]=2[Br:1])(=[O:10])=[O:11])[CH2:17][N:16]1[C:18]#[N:40]. (5) Given the reactants [O:1]1[C:5]2[CH:6]=[CH:7][C:8]([C:10]3[CH2:11][C@H:12]4[C:18](=O)[N:17](COCC[Si](C)(C)C)[C:16]5[CH:28]=[C:29]([O:34][CH2:35][CH2:36][CH2:37][O:38][C:39]6[C:40]([O:84][CH3:85])=[CH:41][C:42]7[C:48](=[O:49])[N:47]8[CH:50]=[C:51](/[CH:53]=[CH:54]/[CH2:55][NH:56][C:57](=[O:73])[O:58][CH2:59][CH:60]9[C:72]%10[CH:71]=[CH:70][CH:69]=[CH:68][C:67]=%10[C:66]%10[C:61]9=[CH:62][CH:63]=[CH:64][CH:65]=%10)[CH2:52][C@H:46]8[C:45](=O)[N:44](COCC[Si](C)(C)C)[C:43]=7[CH:83]=6)[C:30]([O:32][CH3:33])=[CH:31][C:15]=5[C:14](=[O:86])[N:13]4[CH:87]=3)=[CH:9][C:4]=2[O:3][CH2:2]1.[Li+].[B-](CC)(CC)CC, predict the reaction product. The product is: [O:1]1[C:5]2[CH:6]=[CH:7][C:8]([C:10]3[CH2:11][C@H:12]4[CH:18]=[N:17][C:16]5[CH:28]=[C:29]([O:34][CH2:35][CH2:36][CH2:37][O:38][C:39]6[C:40]([O:84][CH3:85])=[CH:41][C:42]7[C:48](=[O:49])[N:47]8[CH:50]=[C:51](/[CH:53]=[CH:54]/[CH2:55][NH:56][C:57](=[O:73])[O:58][CH2:59][CH:60]9[C:61]%10[CH:62]=[CH:63][CH:64]=[CH:65][C:66]=%10[C:67]%10[C:72]9=[CH:71][CH:70]=[CH:69][CH:68]=%10)[CH2:52][C@H:46]8[CH:45]=[N:44][C:43]=7[CH:83]=6)[C:30]([O:32][CH3:33])=[CH:31][C:15]=5[C:14](=[O:86])[N:13]4[CH:87]=3)=[CH:9][C:4]=2[O:3][CH2:2]1. (6) Given the reactants N.[O-:2][N+:3]1[C:8]2[CH:9]=[CH:10][CH:11]=[CH:12][C:7]=2[N+:6]([O-:13])=[C:5]([NH:14][CH2:15][CH2:16][N:17]([CH3:27])[CH2:18][CH2:19][NH:20][C:21](=[O:26])[C:22](F)(F)F)[N:4]=1.N1(C(C2[C:48]3[C:39](=[CH:40][C:41]4[C:46]([N:47]=3)=[CH:45][CH:44]=[CH:43][CH:42]=4)[CH:38]=[CH:37][CH:36]=2)=O)C=CN=C1, predict the reaction product. The product is: [O-:2][N+:3]1[C:8]2[CH:9]=[CH:10][CH:11]=[CH:12][C:7]=2[N+:6]([O-:13])=[C:5]([NH:14][CH2:15][CH2:16][N:17]([CH3:27])[CH2:18][CH2:19][NH:20][C:21]([C:22]2[C:48]3[C:39](=[CH:40][C:41]4[C:46]([N:47]=3)=[CH:45][CH:44]=[CH:43][CH:42]=4)[CH:38]=[CH:37][CH:36]=2)=[O:26])[N:4]=1. (7) Given the reactants [OH-].[Na+].CC1(C)[O:8][CH:7]([CH2:9][OH:10])[CH2:6][O:5]1.[CH2:12](OCC=C)[CH:13]1O[CH2:14]1, predict the reaction product. The product is: [C:13](=[C:9]([CH:7]([CH2:6][OH:5])[OH:8])[OH:10])([CH3:14])[CH3:12].